This data is from Reaction yield outcomes from USPTO patents with 853,638 reactions. The task is: Predict the reaction yield, written as a fraction of the theoretical maximum amount of product (1.0 means a 100% yield; for example, 0.34 means a 34% yield). (1) The reactants are [OH:1][CH2:2][C:3]1[CH:4]=[C:5]([OH:9])[CH:6]=[CH:7][CH:8]=1.C(N(CC)CC)C.[Cl-].[Mg+2].[Cl-].[CH2:20]=[O:21]. The yield is 0.290. The product is [OH:9][C:5]1[CH:4]=[C:3]([CH2:2][OH:1])[CH:8]=[CH:7][C:6]=1[CH:20]=[O:21]. The catalyst is CC#N. (2) The reactants are [CH3:1][N:2]([CH2:13][C:14]1[N:18]([CH2:19][C@H:20]2[CH2:25][CH2:24][CH2:23][NH:22][CH2:21]2)[C:17]2[CH:26]=[CH:27][CH:28]=[CH:29][C:16]=2[N:15]=1)[C@@H:3]1[C:12]2[N:11]=[CH:10][CH:9]=[CH:8][C:7]=2[CH2:6][CH2:5][CH2:4]1.C=O.[C:32](O)(=O)C.[BH-](OC(C)=O)(OC(C)=O)OC(C)=O.[Na+]. The catalyst is ClCCCl. The product is [CH3:1][N:2]([CH2:13][C:14]1[N:18]([CH2:19][C@H:20]2[CH2:25][CH2:24][CH2:23][N:22]([CH3:32])[CH2:21]2)[C:17]2[CH:26]=[CH:27][CH:28]=[CH:29][C:16]=2[N:15]=1)[C@@H:3]1[C:12]2[N:11]=[CH:10][CH:9]=[CH:8][C:7]=2[CH2:6][CH2:5][CH2:4]1. The yield is 0.790.